This data is from Forward reaction prediction with 1.9M reactions from USPTO patents (1976-2016). The task is: Predict the product of the given reaction. (1) Given the reactants [Cl:1][C:2]1[CH:7]=[CH:6][N:5]=[CH:4][C:3]=1I.C1(P(C2C=CC=CC=2)C2C=CC=CC=2)C=CC=CC=1.C(N(CC)CC)C.[CH3:35][Si:36]([C:39]#[CH:40])([CH3:38])[CH3:37], predict the reaction product. The product is: [Cl:1][C:2]1[CH:7]=[CH:6][N:5]=[CH:4][C:3]=1[C:40]#[C:39][Si:36]([CH3:38])([CH3:37])[CH3:35]. (2) The product is: [C:6]([C:5]1[CH:8]=[CH:9][C:2]([Mg:14][Cl:15])=[CH:3][C:4]=1[F:10])#[N:7]. Given the reactants I[C:2]1[CH:9]=[CH:8][C:5]([C:6]#[N:7])=[C:4]([F:10])[CH:3]=1.C([Mg:14][Cl:15])(C)C.[Li+].[Cl-], predict the reaction product. (3) Given the reactants [CH:1]1(/[CH:7]=[C:8](\[CH3:14])/[CH2:9][CH:10]([CH3:13])[CH:11]=[O:12])[CH2:6][CH2:5][CH2:4][CH2:3][CH2:2]1.C([O-])(=O)C.[Na+].[Cr](Cl)([O-])(=O)=O.[NH+]1C=CC=CC=1.C(OCC)C, predict the reaction product. The product is: [CH:1]1([CH2:7][CH:8]([CH3:14])[CH2:9][CH:10]([CH3:13])[CH:11]=[O:12])[CH2:6][CH2:5][CH2:4][CH2:3][CH2:2]1.